This data is from Forward reaction prediction with 1.9M reactions from USPTO patents (1976-2016). The task is: Predict the product of the given reaction. Given the reactants F[C:2]1[C:7]([I:8])=[CH:6][CH:5]=[CH:4][N:3]=1.[CH3:9][O:10][C:11]1[CH:16]=[CH:15][C:14]([CH2:17][SH:18])=[CH:13][CH:12]=1, predict the reaction product. The product is: [I:8][C:7]1[C:2]([S:18][CH2:17][C:14]2[CH:15]=[CH:16][C:11]([O:10][CH3:9])=[CH:12][CH:13]=2)=[N:3][CH:4]=[CH:5][CH:6]=1.